This data is from Forward reaction prediction with 1.9M reactions from USPTO patents (1976-2016). The task is: Predict the product of the given reaction. (1) Given the reactants [F:1][C:2]1[CH:7]=[CH:6][C:5]([C:8](=[O:10])[CH3:9])=[CH:4][C:3]=1[C:11]([F:14])([F:13])[F:12].[C:15](OCC)(=[O:21])[C:16]([O:18][CH2:19][CH3:20])=[O:17].[Na], predict the reaction product. The product is: [CH2:19]([O:18][C:16](=[O:17])/[C:15](/[OH:21])=[CH:9]/[C:8]([C:5]1[CH:6]=[CH:7][C:2]([F:1])=[C:3]([C:11]([F:12])([F:13])[F:14])[CH:4]=1)=[O:10])[CH3:20]. (2) Given the reactants [NH2:1][C:2]1[CH:3]=[C:4]([CH:7]=[C:8]([N+:10]([O-:12])=[O:11])[CH:9]=1)[C:5]#[N:6].[CH3:13][S:14](Cl)(=[O:16])=[O:15], predict the reaction product. The product is: [C:5]([C:4]1[CH:3]=[C:2]([N:1]([S:14]([CH3:13])(=[O:16])=[O:15])[S:14]([CH3:13])(=[O:16])=[O:15])[CH:9]=[C:8]([N+:10]([O-:12])=[O:11])[CH:7]=1)#[N:6]. (3) Given the reactants NC[C:3]1[CH:4]=[C:5]([C:9]2[O:13][C:12]([C:14]3[C:15]([NH2:32])=[N:16][CH:17]=[C:18]([C:20]4[CH:25]=[CH:24][C:23]([S:26]([CH:29]([CH3:31])[CH3:30])(=[O:28])=[O:27])=[CH:22][CH:21]=4)[N:19]=3)=[N:11][N:10]=2)[CH:6]=[CH:7][CH:8]=1.CI.C(=O)([O-])[O-].[K+].[K+].[CH3:41][N:42]([CH:44]=O)[CH3:43], predict the reaction product. The product is: [CH3:43][N:42]([CH2:44][C:3]1[CH:4]=[C:5]([C:9]2[O:13][C:12]([C:14]3[C:15]([NH2:32])=[N:16][CH:17]=[C:18]([C:20]4[CH:25]=[CH:24][C:23]([S:26]([CH:29]([CH3:30])[CH3:31])(=[O:27])=[O:28])=[CH:22][CH:21]=4)[N:19]=3)=[N:11][N:10]=2)[CH:6]=[CH:7][CH:8]=1)[CH3:41]. (4) The product is: [C:1]([C:3]1[CH:8]=[CH:7][CH:6]=[CH:5][C:4]=1[C:9]1[C:10](=[O:28])[N:11]([CH2:21][CH:22]2[CH2:23][CH2:24][N:25]([CH2:29][C:30]3[CH:35]=[CH:34][CH:33]=[CH:32][CH:31]=3)[CH2:26][CH2:27]2)[CH:12]=[C:13]([C:15]2[CH:20]=[CH:19][CH:18]=[CH:17][N:16]=2)[CH:14]=1)#[N:2]. Given the reactants [C:1]([C:3]1[CH:8]=[CH:7][CH:6]=[CH:5][C:4]=1[C:9]1[C:10](=[O:28])[N:11]([CH2:21][CH:22]2[CH2:27][CH2:26][NH:25][CH2:24][CH2:23]2)[CH:12]=[C:13]([C:15]2[CH:20]=[CH:19][CH:18]=[CH:17][N:16]=2)[CH:14]=1)#[N:2].[CH:29](=O)[C:30]1[CH:35]=[CH:34][CH:33]=[CH:32][CH:31]=1.C(O)(=O)C, predict the reaction product. (5) Given the reactants [CH3:1][O:2][C:3]1[N:8]=[C:7]([C:9](OC)=[O:10])[C:6]([NH:13][C:14]([C:16]2[C:25]3[C:20](=[CH:21][CH:22]=[CH:23][CH:24]=3)[C:19]([CH2:26][N:27]3[CH:31]=[CH:30][N:29]=[N:28]3)=[CH:18][CH:17]=2)=[O:15])=[CH:5][CH:4]=1.[CH:32]1([CH2:38][NH2:39])[CH2:37][CH2:36][CH2:35][CH2:34][CH2:33]1, predict the reaction product. The product is: [CH:32]1([CH2:38][NH:39][C:9]([C:7]2[C:6]([NH:13][C:14]([C:16]3[C:25]4[C:20](=[CH:21][CH:22]=[CH:23][CH:24]=4)[C:19]([CH2:26][N:27]4[CH:31]=[CH:30][N:29]=[N:28]4)=[CH:18][CH:17]=3)=[O:15])=[CH:5][CH:4]=[C:3]([O:2][CH3:1])[N:8]=2)=[O:10])[CH2:37][CH2:36][CH2:35][CH2:34][CH2:33]1. (6) Given the reactants N1CCC([N:7]2[CH:30]=[C:29]3[C:9]([C:10](=[O:34])[NH:11][CH2:12][CH2:13][CH2:14][CH2:15][CH2:16][CH2:17][N:18]4[CH:33]=[C:21]([C:22]5[N:32]=[C:26]([C:27](=[O:31])[NH:28]3)[CH:25]=[CH:24][CH:23]=5)[CH:20]=[N:19]4)=[N:8]2)CC1.[CH2:35]([N:37]([CH:41]([CH3:43])C)[CH:38]([CH3:40])C)[CH3:36].Cl.ClC[CH2:47][N:48](C)[CH3:49].[I-].[K+].[CH3:53]N(C=O)C, predict the reaction product. The product is: [CH3:47][N:48]([CH3:49])[CH2:43][CH2:41][N:37]1[CH2:35][CH2:36][CH:53]([CH:17]2[CH2:16][CH2:15][CH2:14][CH2:13][CH2:12][NH:11][C:10](=[O:34])[C:9]3[C:29](=[CH:30][NH:7][N:8]=3)[NH:28][C:27](=[O:31])[C:26]3=[N:32][C:22](=[CH:23][CH:24]=[CH:25]3)[C:21]3=[CH:33][N:18]2[N:19]=[CH:20]3)[CH2:40][CH2:38]1.